Dataset: Reaction yield outcomes from USPTO patents with 853,638 reactions. Task: Predict the reaction yield, written as a fraction of the theoretical maximum amount of product (1.0 means a 100% yield; for example, 0.34 means a 34% yield). (1) The reactants are [Cl:1][C:2]1[CH:7]=[C:6](I)[CH:5]=[CH:4][C:3]=1[O:9][C:10]([F:13])([F:12])[F:11].Br[C:15]([F:22])([F:21])[C:16]([O:18][CH2:19][CH3:20])=[O:17].[Cl-].[NH4+]. The catalyst is CS(C)=O.[Cu]. The product is [Cl:1][C:2]1[CH:7]=[C:6]([C:15]([F:22])([F:21])[C:16]([O:18][CH2:19][CH3:20])=[O:17])[CH:5]=[CH:4][C:3]=1[O:9][C:10]([F:13])([F:12])[F:11]. The yield is 0.780. (2) The reactants are [CH3:1][S:2]([O:5]S(C)(=O)=O)(=O)=[O:3].[N:10]1([CH2:15][CH2:16][CH2:17][O:18][C:19]2[CH:24]=[CH:23][C:22]([C:25]3([CH2:31][N:32]4[CH2:37][CH2:36][NH:35][CH2:34][CH2:33]4)[CH2:30][CH2:29][CH2:28][CH2:27][CH2:26]3)=[CH:21][CH:20]=2)[CH2:14][CH2:13][CH2:12][CH2:11]1.N1C=CC=CC=1. The catalyst is ClCCl. The product is [CH3:1][S:2]([N:35]1[CH2:36][CH2:37][N:32]([CH2:31][C:25]2([C:22]3[CH:21]=[CH:20][C:19]([O:18][CH2:17][CH2:16][CH2:15][N:10]4[CH2:11][CH2:12][CH2:13][CH2:14]4)=[CH:24][CH:23]=3)[CH2:26][CH2:27][CH2:28][CH2:29][CH2:30]2)[CH2:33][CH2:34]1)(=[O:5])=[O:3]. The yield is 0.560. (3) The reactants are [CH3:1][N:2]1[C:6]([C:7]([OH:9])=O)=[CH:5][CH:4]=[N:3]1.C(Cl)(=O)C(Cl)=O.[NH2:16][C:17]1[CH:18]=[C:19]([CH:36]=[CH:37][C:38]=1[CH3:39])[O:20][C:21]1[CH:22]=[CH:23][C:24]2[N:25]([CH:27]=[C:28]([NH:30][C:31]([CH:33]3[CH2:35][CH2:34]3)=[O:32])[N:29]=2)[N:26]=1.C(=O)([O-])O.[Na+]. The catalyst is O1CCCC1.CN(C)C=O.CN(C)C(=O)C.C(OCC)(=O)C.O1CCCC1. The product is [CH:33]1([C:31]([NH:30][C:28]2[N:29]=[C:24]3[CH:23]=[CH:22][C:21]([O:20][C:19]4[CH:36]=[CH:37][C:38]([CH3:39])=[C:17]([NH:16][C:7]([C:6]5[N:2]([CH3:1])[N:3]=[CH:4][CH:5]=5)=[O:9])[CH:18]=4)=[N:26][N:25]3[CH:27]=2)=[O:32])[CH2:34][CH2:35]1. The yield is 0.830. (4) The reactants are Cl.C(OC([N:9]1[CH2:14][CH2:13][C:12]([N:20]([CH3:22])[CH3:21])([C:15]2[S:16][CH:17]=[CH:18][CH:19]=2)[CH2:11][CH2:10]1)=O)(C)(C)C.CCOC(C)=O.CCCCCC.C([O-])([O-])=O.[Na+].[Na+]. The catalyst is C(Cl)(Cl)Cl.O. The product is [CH3:21][N:20]([CH3:22])[C:12]1([C:15]2[S:16][CH:17]=[CH:18][CH:19]=2)[CH2:13][CH2:14][NH:9][CH2:10][CH2:11]1. The yield is 0.890. (5) The reactants are [OH:1][C:2]12[CH2:11][CH:6]3[CH2:7][CH:8]([CH2:10][C:4]([CH:12]([OH:15])[CH2:13][CH3:14])([CH2:5]3)[CH2:3]1)[CH2:9]2.[C:16](Cl)(=[O:19])[CH:17]=[CH2:18].C(N(CC)CC)C. The catalyst is O1CCOCC1. The product is [OH:1][C:2]12[CH2:11][CH:6]3[CH2:7][CH:8]([CH2:10][C:4]([CH:12]([O:15][C:16](=[O:19])[CH:17]=[CH2:18])[CH2:13][CH3:14])([CH2:5]3)[CH2:3]1)[CH2:9]2. The yield is 0.750. (6) The yield is 0.720. The catalyst is C(OCC)(=O)C. The product is [CH3:1][O:2][C:3]1([C:33]2[CH:32]=[C:26]([CH:35]([CH3:34])[C:36]([O:37][CH3:38])=[S:19])[CH:25]=[CH:24][CH:23]=2)[CH2:4][CH2:5][O:6][CH2:7][CH2:8]1. The reactants are [CH3:1][O:2][C:3]1(C2C=C(CBr)C=CC=2)[CH2:8][CH2:7][O:6][CH2:5][CH2:4]1.C(OC)(=O)C[SH:19].[CH2:23]1[CH2:33][CH2:32]N2[C:26](=NCCC2)[CH2:25][CH2:24]1.[CH2:34]1[CH2:38][O:37][CH2:36][CH2:35]1. (7) The reactants are [Br:1][C:2]1[C:6]([C:7]#[N:8])=[C:5](Br)[S:4][C:3]=1[C:10]([O:12][CH2:13][CH3:14])=[O:11].C(=O)([O-])[O-].[Cs+].[Cs+].[OH:21][CH2:22][CH:23]1[O:28][CH2:27][CH2:26][NH:25][CH2:24]1.O1CCCC1. The catalyst is O. The product is [Br:1][C:2]1[C:6]([C:7]#[N:8])=[C:5]([N:25]2[CH2:26][CH2:27][O:28][CH:23]([CH2:22][OH:21])[CH2:24]2)[S:4][C:3]=1[C:10]([O:12][CH2:13][CH3:14])=[O:11]. The yield is 0.410. (8) The reactants are C([Cl:4])(=O)C.[O:5]=[C:6]([C:16]1[CH:21]=[CH:20][N:19]=[CH:18][CH:17]=1)[CH2:7][NH:8]C(=O)OC(C)(C)C. The catalyst is CO. The product is [Cl-:4].[Cl-:4].[NH3+:8][CH2:7][C:6]([C:16]1[CH:21]=[CH:20][NH+:19]=[CH:18][CH:17]=1)=[O:5]. The yield is 0.960. (9) The reactants are [CH3:1][O:2][CH2:3][C:4](=[O:27])[C:5](=[N:10][NH:11][C:12]1[C:25]([F:26])=[CH:24][C:15]2[O:16][C:17]([F:23])([F:22])[C:18]([F:21])([F:20])[O:19][C:14]=2[CH:13]=1)[C:6]([O:8][CH3:9])=[O:7].[CH3:28]OC(OC)N(C)C. No catalyst specified. The product is [CH3:1][O:2][C:3]1[C:4](=[O:27])[C:5]([C:6]([O:8][CH3:9])=[O:7])=[N:10][N:11]([C:12]2[C:25]([F:26])=[CH:24][C:15]3[O:16][C:17]([F:23])([F:22])[C:18]([F:21])([F:20])[O:19][C:14]=3[CH:13]=2)[CH:28]=1. The yield is 0.370.